This data is from Catalyst prediction with 721,799 reactions and 888 catalyst types from USPTO. The task is: Predict which catalyst facilitates the given reaction. Reactant: [C:1]([C:3]1[CH:8]=[CH:7][C:6]([C:9]2[O:13][N:12]=[C:11]([C:14]3[CH:22]=[CH:21][C:20]4[NH:19][C:18]5[CH:23]([CH2:26][C:27]([O:29]CC)=[O:28])[CH2:24][CH2:25][C:17]=5[C:16]=4[CH:15]=3)[N:10]=2)=[CH:5][C:4]=1[O:32][C:33]([F:36])([F:35])[F:34])#[N:2].[OH-].[Li+].Cl. Product: [C:1]([C:3]1[CH:8]=[CH:7][C:6]([C:9]2[O:13][N:12]=[C:11]([C:14]3[CH:22]=[CH:21][C:20]4[NH:19][C:18]5[CH:23]([CH2:26][C:27]([OH:29])=[O:28])[CH2:24][CH2:25][C:17]=5[C:16]=4[CH:15]=3)[N:10]=2)=[CH:5][C:4]=1[O:32][C:33]([F:36])([F:35])[F:34])#[N:2]. The catalyst class is: 225.